Dataset: Full USPTO retrosynthesis dataset with 1.9M reactions from patents (1976-2016). Task: Predict the reactants needed to synthesize the given product. (1) Given the product [OH:6][CH2:7][C:8]1[CH:16]=[C:15]2[N:11]([CH2:12][CH2:13][CH2:14]2)[C:10](=[O:17])[CH:9]=1, predict the reactants needed to synthesize it. The reactants are: CC([Si](C)(C)[O:6][CH2:7][C:8]1[CH:16]=[C:15]2[N:11]([CH2:12][CH2:13][CH2:14]2)[C:10](=[O:17])[CH:9]=1)(C)C.C(O)(=O)C.[F-].C([N+](CCCC)(CCCC)CCCC)CCC. (2) The reactants are: [F:1][C:2]1[CH:3]=[C:4]([CH:15]([CH3:20])[C:16]([O:18][CH3:19])=[O:17])[CH:5]=[CH:6][C:7]=1[C:8]1[CH:13]=[CH:12][CH:11]=[C:10]([OH:14])[CH:9]=1.[C:21]1([CH2:27][CH2:28][CH2:29][N:30]=[C:31]=[O:32])[CH:26]=[CH:25][CH:24]=[CH:23][CH:22]=1. Given the product [F:1][C:2]1[CH:3]=[C:4]([CH:15]([CH3:20])[C:16]([O:18][CH3:19])=[O:17])[CH:5]=[CH:6][C:7]=1[C:8]1[CH:13]=[CH:12][CH:11]=[C:10]([O:14][C:31](=[O:32])[NH:30][CH2:29][CH2:28][CH2:27][C:21]2[CH:26]=[CH:25][CH:24]=[CH:23][CH:22]=2)[CH:9]=1, predict the reactants needed to synthesize it.